Task: Predict the reactants needed to synthesize the given product.. Dataset: Full USPTO retrosynthesis dataset with 1.9M reactions from patents (1976-2016) (1) Given the product [Cl:1][C:2]1[C:7]([CH3:8])=[CH:6][C:5]([C@@H:9]([NH:12][C:13](=[O:15])[CH3:14])[CH2:10][CH3:11])=[C:4]([CH:16]2[CH2:17][CH2:18][N:19]([C:22]([C@@H:24]3[CH2:28][C:27](=[O:38])[CH2:26][C@H:25]3[C:30]3[CH:35]=[CH:34][C:33]([F:36])=[CH:32][C:31]=3[F:37])=[O:23])[CH2:20][CH2:21]2)[CH:3]=1, predict the reactants needed to synthesize it. The reactants are: [Cl:1][C:2]1[C:7]([CH3:8])=[CH:6][C:5]([C@@H:9]([NH:12][C:13](=[O:15])[CH3:14])[CH2:10][CH3:11])=[C:4]([CH:16]2[CH2:21][CH2:20][N:19]([C:22]([C@@H:24]3[CH2:28][C:27](=C)[CH2:26][C@H:25]3[C:30]3[CH:35]=[CH:34][C:33]([F:36])=[CH:32][C:31]=3[F:37])=[O:23])[CH2:18][CH2:17]2)[CH:3]=1.[O-:38]S([O-])=O.[Na+].[Na+]. (2) Given the product [C:1]1([C@H:11]([NH:13][CH:14]2[CH2:19][CH2:18][CH2:17][CH:16]([C:20]3[CH:21]=[CH:22][C:23]([CH2:24][OH:25])=[CH:27][CH:28]=3)[CH2:15]2)[CH3:12])[C:10]2[C:5](=[CH:6][CH:7]=[CH:8][CH:9]=2)[CH:4]=[CH:3][CH:2]=1, predict the reactants needed to synthesize it. The reactants are: [C:1]1([C@H:11]([NH:13][C@H:14]2[CH2:19][CH2:18][CH2:17][C@H:16]([C:20]3[CH:28]=[CH:27][C:23]([C:24](O)=[O:25])=[CH:22][CH:21]=3)[CH2:15]2)[CH3:12])[C:10]2[C:5](=[CH:6][CH:7]=[CH:8][CH:9]=2)[CH:4]=[CH:3][CH:2]=1.B.C1COCC1. (3) Given the product [Cl:7][C:8]1[CH:13]=[C:12]([Cl:14])[CH:11]=[CH:10][C:9]=1[C:15]1[O:16][C:17]([CH:32]([CH3:34])[CH3:33])=[C:18]([CH2:20][CH2:21][CH:22]([C:24]2[CH:29]=[CH:28][C:27]([OH:30])=[C:26]([CH3:31])[CH:25]=2)[OH:23])[N:19]=1, predict the reactants needed to synthesize it. The reactants are: [H-].[Al+3].[Li+].[H-].[H-].[H-].[Cl:7][C:8]1[CH:13]=[C:12]([Cl:14])[CH:11]=[CH:10][C:9]=1[C:15]1[O:16][C:17]([CH:32]([CH3:34])[CH3:33])=[C:18]([CH2:20][CH2:21][C:22]([C:24]2[CH:29]=[CH:28][C:27]([OH:30])=[C:26]([CH3:31])[CH:25]=2)=[O:23])[N:19]=1.S([O-])([O-])(=O)=O.[Na+].[Na+].